Dataset: Full USPTO retrosynthesis dataset with 1.9M reactions from patents (1976-2016). Task: Predict the reactants needed to synthesize the given product. Given the product [Si:1]([O:8][C@H:9]([C:43]1[CH:48]=[CH:47][C:46]([F:49])=[CH:45][CH:44]=1)[CH2:10][S:11][C@H:12]1[C:15](=[O:16])[N:14]([C:17]2[CH:18]=[CH:19][C:20]([C:23]#[C:24][CH2:25][NH:26][S:27]([CH3:30])(=[O:29])=[O:28])=[CH:21][CH:22]=2)[C@@H:13]1[C:31]1[CH:32]=[CH:33][C:34]([O:35][CH2:36][C:37]([OH:39])=[O:38])=[CH:41][CH:42]=1)([C:4]([CH3:7])([CH3:5])[CH3:6])([CH3:2])[CH3:3], predict the reactants needed to synthesize it. The reactants are: [Si:1]([O:8][C@H:9]([C:43]1[CH:48]=[CH:47][C:46]([F:49])=[CH:45][CH:44]=1)[CH2:10][S:11][C@H:12]1[C:15](=[O:16])[N:14]([C:17]2[CH:22]=[CH:21][C:20]([C:23]#[C:24][CH2:25][NH:26][S:27]([CH3:30])(=[O:29])=[O:28])=[CH:19][CH:18]=2)[C@@H:13]1[C:31]1[CH:42]=[CH:41][C:34]([O:35][CH2:36][C:37]([O:39]C)=[O:38])=[CH:33][CH:32]=1)([C:4]([CH3:7])([CH3:6])[CH3:5])([CH3:3])[CH3:2].O.CCN(CC)CC.[Li+].[Cl-].